Dataset: Catalyst prediction with 721,799 reactions and 888 catalyst types from USPTO. Task: Predict which catalyst facilitates the given reaction. (1) Reactant: [C:1]([C:5]1[CH:6]=[C:7]2[C:19]3=[C:20]4[C:10](=[CH:11][CH:12]=[C:13]([CH3:21])[C:14]4=[CH:15][CH:16]=[C:17]3[CH:18]=1)[CH:9]=[CH:8]2)([CH3:4])([CH3:3])[CH3:2].CO.[Br-:24].[Br-].[Br-].C([N+](C)(C)C)C1C=CC=CC=1.C([N+](C)(C)C)C1C=CC=CC=1.C([N+](C)(C)C)C1C=CC=CC=1.O. Product: [Br:24][C:11]1[C:10]2[C:20]3=[C:19]4[C:7](=[CH:8][CH:9]=2)[CH:6]=[C:5]([C:1]([CH3:4])([CH3:3])[CH3:2])[CH:18]=[C:17]4[CH:16]=[CH:15][C:14]3=[C:13]([CH3:21])[CH:12]=1. The catalyst class is: 4. (2) Reactant: [C:1]([Si:5]([CH3:21])([CH3:20])[O:6][C@H:7]1[CH2:12][CH2:11][C@H:10]([N:13]2[CH2:18][CH2:17][CH2:16][CH2:15][C:14]2=[O:19])[CH2:9][CH2:8]1)([CH3:4])([CH3:3])[CH3:2].[Li+].CC([N-]C(C)C)C.Br[CH2:31][C:32]1[C:37]([F:38])=[CH:36][CH:35]=[CH:34][C:33]=1[Cl:39]. Product: [Cl:39][C:33]1[CH:34]=[CH:35][CH:36]=[C:37]([F:38])[C:32]=1[CH2:31][CH:15]1[CH2:16][CH2:17][CH2:18][N:13]([C@H:10]2[CH2:9][CH2:8][C@H:7]([O:6][Si:5]([C:1]([CH3:4])([CH3:3])[CH3:2])([CH3:21])[CH3:20])[CH2:12][CH2:11]2)[C:14]1=[O:19]. The catalyst class is: 1. (3) Reactant: [F:1][C:2]1[CH:3]=[C:4]([C:8]2[CH:9]=[CH:10][C:11]([CH2:14][N:15]3[CH2:20][CH2:19][N:18](C(OC(C)(C)C)=O)[CH2:17][CH2:16]3)=[N:12][CH:13]=2)[CH:5]=[CH:6][CH:7]=1.FC(F)(F)C(O)=O. Product: [F:1][C:2]1[CH:3]=[C:4]([C:8]2[CH:9]=[CH:10][C:11]([CH2:14][N:15]3[CH2:20][CH2:19][NH:18][CH2:17][CH2:16]3)=[N:12][CH:13]=2)[CH:5]=[CH:6][CH:7]=1. The catalyst class is: 4. (4) The catalyst class is: 6. Product: [Br:1][C:2]1[C:11]2[O:12][CH2:15][N:9]3[C:10]=2[C:5]([C:6]([CH3:14])=[CH:7][C:8]3=[O:13])=[CH:4][CH:3]=1. Reactant: [Br:1][C:2]1[C:11]([OH:12])=[C:10]2[C:5]([C:6]([CH3:14])=[CH:7][C:8](=[O:13])[NH:9]2)=[CH:4][CH:3]=1.[C:15](=O)([O-])[O-].[K+].[K+].CC(N(C)C)=O.BrCBr. (5) Reactant: [CH3:1][O:2][C:3]1[CH:4]=[C:5]2[C:10](=[CH:11][C:12]=1[O:13][CH3:14])[N:9]=[CH:8][CH:7]=[C:6]2[O:15][C:16]1[CH:21]=[CH:20][C:19]([O:22][CH3:23])=[CH:18][C:17]=1[CH:24]([OH:27])[CH2:25][CH3:26].C1CCN2C(=NCCC2)CC1.[Cl-].O. Product: [CH3:1][O:2][C:3]1[CH:4]=[C:5]2[C:10](=[CH:11][C:12]=1[O:13][CH3:14])[N:9]=[CH:8][CH:7]=[C:6]2[O:15][C:16]1[CH:21]=[CH:20][C:19]([O:22][CH3:23])=[CH:18][C:17]=1[C:24](=[O:27])[CH2:25][CH3:26]. The catalyst class is: 2. (6) The catalyst class is: 5. Product: [C:10]([C:9]1[N:8]([C:14]2[CH:19]=[CH:18][CH:17]=[CH:16][CH:15]=2)[C:6]2[C:5]([C:20](=[O:39])[C:21]=1[CH2:22][C:23]1[CH:24]=[CH:25][C:26]([S:29]([N:32]3[CH2:37][CH2:36][CH:35]([OH:38])[CH2:34][CH2:33]3)(=[O:31])=[O:30])=[CH:27][CH:28]=1)=[CH:4][CH:3]=[C:2]([Cl:1])[CH:7]=2)(=[O:12])[CH3:11]. Reactant: [Cl:1][C:2]1[CH:3]=[CH:4][C:5]([C:20](=[O:39])[CH2:21][CH2:22][C:23]2[CH:28]=[CH:27][C:26]([S:29]([N:32]3[CH2:37][CH2:36][CH:35]([OH:38])[CH2:34][CH2:33]3)(=[O:31])=[O:30])=[CH:25][CH:24]=2)=[C:6]([N:8]([C:14]2[CH:19]=[CH:18][CH:17]=[CH:16][CH:15]=2)[C:9](=O)[C:10](=[O:12])[CH3:11])[CH:7]=1.C([O-])([O-])=O.[K+].[K+]. (7) Reactant: O[CH2:2][CH2:3][C@@H:4]1[C@@H:12]([O:13][C:14]2[CH:19]=[CH:18][CH:17]=[CH:16][CH:15]=2)[C@H:11]([CH3:20])[O:10][C:9](=[O:21])[C@@H:8]([NH:22][C:23](=[O:29])[O:24][C:25]([CH3:28])([CH3:27])[CH3:26])[CH2:7][CH2:6][CH2:5]1.[N+:30]([C:33]1[CH:38]=[CH:37][CH:36]=[CH:35][C:34]=1[Se:39]C#N)([O-:32])=[O:31].C(P(CCCC)CCCC)CCC.[Na+].[Cl-]. Product: [CH3:20][C@@H:11]1[O:10][C:9](=[O:21])[C@@H:8]([NH:22][C:23](=[O:29])[O:24][C:25]([CH3:28])([CH3:26])[CH3:27])[CH2:7][CH2:6][CH2:5][C@H:4]([CH2:3][CH2:2][Se:39][C:34]2[CH:35]=[CH:36][CH:37]=[CH:38][C:33]=2[N+:30]([O-:32])=[O:31])[C@H:12]1[O:13][C:14]1[CH:19]=[CH:18][CH:17]=[CH:16][CH:15]=1. The catalyst class is: 1. (8) Reactant: [Cl:1][C:2]1[C:10]2[N:9]=[C:8]3[N:11]([C:15]4[C:16]([CH3:23])=[N:17][C:18]([O:21][CH3:22])=[CH:19][CH:20]=4)[CH2:12][CH2:13][CH2:14][N:7]3[C:6]=2[C:5]([CH:24]([OH:27])[CH2:25][CH3:26])=[CH:4][CH:3]=1.N(C(N1CCCCC1)=O)=NC(N1CCCCC1)=O.C(P(CCCC)CCCC)CCC.[F:59][CH:60]([F:63])[CH2:61]O. Product: [Cl:1][C:2]1[C:10]2[N:9]=[C:8]3[N:11]([C:15]4[C:16]([CH3:23])=[N:17][C:18]([O:21][CH3:22])=[CH:19][CH:20]=4)[CH2:12][CH2:13][CH2:14][N:7]3[C:6]=2[C:5]([CH:24]([O:27][CH2:61][CH:60]([F:63])[F:59])[CH2:25][CH3:26])=[CH:4][CH:3]=1. The catalyst class is: 7. (9) Reactant: [F:1][C:2]([F:34])([F:33])[C:3]1[CH:4]=[C:5]([C@H:13]([O:15][C@H:16]2[O:24][CH2:23][C@@H:19]3[CH2:20][NH:21][CH2:22][C@H:18]3[C@@H:17]2[C:25]2[CH:30]=[CH:29][C:28]([F:31])=[CH:27][C:26]=2[CH3:32])[CH3:14])[CH:6]=[C:7]([C:9]([F:12])([F:11])[F:10])[CH:8]=1.Br[C:36]1[C:37](=[O:43])[NH:38][C:39](=[O:42])[NH:40][CH:41]=1. The catalyst class is: 17. Product: [F:34][C:2]([F:1])([F:33])[C:3]1[CH:4]=[C:5]([C@H:13]([O:15][C@H:16]2[O:24][CH2:23][C@@H:19]3[CH2:20][N:21]([C:36]4[C:37](=[O:43])[NH:38][C:39](=[O:42])[NH:40][CH:41]=4)[CH2:22][C@H:18]3[C@@H:17]2[C:25]2[CH:30]=[CH:29][C:28]([F:31])=[CH:27][C:26]=2[CH3:32])[CH3:14])[CH:6]=[C:7]([C:9]([F:12])([F:10])[F:11])[CH:8]=1.